Dataset: Catalyst prediction with 721,799 reactions and 888 catalyst types from USPTO. Task: Predict which catalyst facilitates the given reaction. (1) Reactant: Br[CH2:2][C:3]1[C:12]2[C:7](=[CH:8][CH:9]=[CH:10][CH:11]=2)[N:6]=[C:5]([Cl:13])[CH:4]=1.C(=O)([O-])[O-].[K+].[K+].[I-].[Na+].Cl.[F:23][C:24]1([F:29])[CH2:28][CH2:27][NH:26][CH2:25]1. Product: [Cl:13][C:5]1[CH:4]=[C:3]([CH2:2][N:26]2[CH2:27][CH2:28][C:24]([F:29])([F:23])[CH2:25]2)[C:12]2[C:7](=[CH:8][CH:9]=[CH:10][CH:11]=2)[N:6]=1. The catalyst class is: 18. (2) Reactant: C1C=CC(OP([O:13][C:14]2C=CC=CC=2)(N=[N+]=[N-])=O)=CC=1.[S:20]1[C:24](C(O)=O)=[CH:23][CH:22]=[N:21]1.C([N:30](CC)CC)C.[Cl:35][C:36]([Cl:40])([Cl:39])[CH2:37][OH:38]. Product: [Cl:35][C:36]([Cl:40])([Cl:39])[CH2:37][O:38][C:14](=[O:13])[NH:30][C:24]1[S:20][N:21]=[CH:22][CH:23]=1. The catalyst class is: 93.